Dataset: Forward reaction prediction with 1.9M reactions from USPTO patents (1976-2016). Task: Predict the product of the given reaction. (1) Given the reactants [OH:1]N.C(OC(=O)[CH2:7][CH2:8][CH2:9][CH2:10][CH2:11][CH2:12][N:13]([C:27]1[CH:32]=[CH:31][CH:30]=[CH:29][N:28]=1)[C:14]1[CH:19]=[C:18]([C:20]2[CH:25]=[CH:24][CH:23]=[CH:22][C:21]=2[CH3:26])[CH:17]=[CH:16][N:15]=1)C.C[N:35]([CH:37]=[O:38])C, predict the reaction product. The product is: [OH:1][NH:35][C:37](=[O:38])[CH:12]([N:13]([C:27]1[CH:32]=[CH:31][CH:30]=[CH:29][N:28]=1)[C:14]1[CH:19]=[C:18]([C:20]2[CH:25]=[CH:24][CH:23]=[CH:22][C:21]=2[CH3:26])[CH:17]=[CH:16][N:15]=1)[CH2:11][CH2:10][CH2:9][CH2:8][CH3:7]. (2) Given the reactants [OH-].[Na+:2].C([O:6][C:7]1[CH:41]=[CH:40][C:39]([C:42]2[CH:43]=[N:44][CH:45]=[CH:46][CH:47]=2)=[CH:38][C:8]=1[C:9]([NH:11][C:12]1[CH:21]=[C:20]([C:22]2[CH:27]=[CH:26][CH:25]=[CH:24][C:23]=2[N:28](C(OC(C)(C)C)=O)[CH2:29][CH3:30])[CH:19]=[CH:18][C:13]=1[C:14]([O:16]C)=[O:15])=[O:10])(=O)C, predict the reaction product. The product is: [CH2:29]([NH:28][C:23]1[CH:24]=[CH:25][CH:26]=[CH:27][C:22]=1[C:20]1[CH:19]=[CH:18][C:13]([C:14]([O-:16])=[O:15])=[C:12]([NH:11][C:9](=[O:10])[C:8]2[CH:38]=[C:39]([C:42]3[CH:43]=[N:44][CH:45]=[CH:46][CH:47]=3)[CH:40]=[CH:41][C:7]=2[OH:6])[CH:21]=1)[CH3:30].[Na+:2].